Dataset: NCI-60 drug combinations with 297,098 pairs across 59 cell lines. Task: Regression. Given two drug SMILES strings and cell line genomic features, predict the synergy score measuring deviation from expected non-interaction effect. (1) Drug 1: C(CC(=O)O)C(=O)CN.Cl. Drug 2: C1CN(P(=O)(OC1)NCCCl)CCCl. Cell line: HCT-15. Synergy scores: CSS=-3.79, Synergy_ZIP=5.43, Synergy_Bliss=-1.92, Synergy_Loewe=-10.3, Synergy_HSA=-11.3. (2) Drug 1: CC1=C(C(=CC=C1)Cl)NC(=O)C2=CN=C(S2)NC3=CC(=NC(=N3)C)N4CCN(CC4)CCO. Drug 2: N.N.Cl[Pt+2]Cl. Cell line: NCI-H322M. Synergy scores: CSS=-1.67, Synergy_ZIP=1.11, Synergy_Bliss=-0.419, Synergy_Loewe=-3.55, Synergy_HSA=-3.72. (3) Drug 1: C1=C(C(=O)NC(=O)N1)F. Drug 2: C1=NC2=C(N=C(N=C2N1C3C(C(C(O3)CO)O)O)F)N. Cell line: SW-620. Synergy scores: CSS=40.2, Synergy_ZIP=-2.82, Synergy_Bliss=-5.08, Synergy_Loewe=-7.46, Synergy_HSA=-4.23. (4) Drug 1: CN1CCC(CC1)COC2=C(C=C3C(=C2)N=CN=C3NC4=C(C=C(C=C4)Br)F)OC. Drug 2: CNC(=O)C1=CC=CC=C1SC2=CC3=C(C=C2)C(=NN3)C=CC4=CC=CC=N4. Cell line: MDA-MB-231. Synergy scores: CSS=2.58, Synergy_ZIP=-1.56, Synergy_Bliss=-4.28, Synergy_Loewe=-9.71, Synergy_HSA=-7.59. (5) Drug 1: COCCOC1=C(C=C2C(=C1)C(=NC=N2)NC3=CC=CC(=C3)C#C)OCCOC.Cl. Drug 2: B(C(CC(C)C)NC(=O)C(CC1=CC=CC=C1)NC(=O)C2=NC=CN=C2)(O)O. Cell line: SF-539. Synergy scores: CSS=51.1, Synergy_ZIP=-0.418, Synergy_Bliss=-0.566, Synergy_Loewe=-42.3, Synergy_HSA=-1.25. (6) Drug 1: CC1=C(C(CCC1)(C)C)C=CC(=CC=CC(=CC(=O)O)C)C. Drug 2: CC1CCCC2(C(O2)CC(NC(=O)CC(C(C(=O)C(C1O)C)(C)C)O)C(=CC3=CSC(=N3)C)C)C. Cell line: LOX IMVI. Synergy scores: CSS=42.5, Synergy_ZIP=9.72, Synergy_Bliss=7.56, Synergy_Loewe=-30.5, Synergy_HSA=1.40.